From a dataset of Retrosynthesis with 50K atom-mapped reactions and 10 reaction types from USPTO. Predict the reactants needed to synthesize the given product. (1) Given the product CC(C)Oc1c(C=O)cccc1-c1ccccc1, predict the reactants needed to synthesize it. The reactants are: CC(C)Oc1ccccc1-c1ccccc1.CN(C)C=O. (2) Given the product CC(=O)N(c1cccc(OCC(=O)O)c1)C1CCc2ccc(-c3cccc(F)c3)cc21, predict the reactants needed to synthesize it. The reactants are: COC(=O)COc1cccc(N(C(C)=O)C2CCc3ccc(-c4cccc(F)c4)cc32)c1. (3) Given the product Fc1cc(N2CCN(CCCC3CCCCC3)CC2)ccc1OCc1ccccc1, predict the reactants needed to synthesize it. The reactants are: CS(=O)(=O)OCCCC1CCCCC1.Fc1cc(N2CCNCC2)ccc1OCc1ccccc1. (4) Given the product CC(C)Nc1ncc2nc(Nc3c(F)cc(F)cc3F)n(C3CCC(O)(C(=O)NC4CCCC4)CC3)c2n1, predict the reactants needed to synthesize it. The reactants are: CC(C)Nc1ncc2nc(Nc3c(F)cc(F)cc3F)n(C3CCC(O)(C(=O)O)CC3)c2n1.NC1CCCC1. (5) Given the product CC(C)(F)C[C@H](N[C@@H](c1ccc(-c2ccc(C3(C(N)=O)CC3)cc2)cc1)C(F)(F)F)C(=O)NC1(C#N)CC1, predict the reactants needed to synthesize it. The reactants are: CC(C)(F)C[C@H](N[C@@H](c1ccc(B2OC(C)(C)C(C)(C)O2)cc1)C(F)(F)F)C(=O)NC1(C#N)CC1.NC(=O)C1(c2ccc(Br)cc2)CC1. (6) The reactants are: CC(C)(C)C(=O)OCOC(=O)C1N2C(=O)C(N)[C@H]2SC1(C)C.Fc1nc2ccccc2[nH]1. Given the product CC(C)(C)C(=O)OCOC(=O)C1N2C(=O)C(Nc3nc4ccccc4[nH]3)[C@H]2SC1(C)C, predict the reactants needed to synthesize it. (7) Given the product CN1CCN(c2cccc3ccc(C(=O)c4ccccc4)cc23)CC1, predict the reactants needed to synthesize it. The reactants are: CN1CCN(c2cccc3ccc([Sn](C)(C)C)cc23)CC1.O=C(Cl)c1ccccc1.